Task: Regression/Classification. Given a drug SMILES string, predict its absorption, distribution, metabolism, or excretion properties. Task type varies by dataset: regression for continuous measurements (e.g., permeability, clearance, half-life) or binary classification for categorical outcomes (e.g., BBB penetration, CYP inhibition). Dataset: rlm.. Dataset: Rat liver microsome stability data (1) The drug is CC(=O)c1cccc(-c2csc(N3CCC(C(N)=O)CC3)n2)c1. The result is 1 (stable in rat liver microsomes). (2) The molecule is O=C(Nc1cccc(C(F)(F)F)c1)c1cc2nc(-c3ccccc3)cc(C(F)(F)F)n2n1. The result is 0 (unstable in rat liver microsomes). (3) The compound is Cc1ccc(C(=O)N2CCc3cc(-c4nc(NC(=O)Cc5ccc6c(c5)OCO6)sc4C)ccc32)cc1. The result is 1 (stable in rat liver microsomes). (4) The molecule is Cc1cccc(NC(=O)c2nn(C)c(C3CCCCC3)c2C)n1. The result is 1 (stable in rat liver microsomes).